Dataset: NCI-60 drug combinations with 297,098 pairs across 59 cell lines. Task: Regression. Given two drug SMILES strings and cell line genomic features, predict the synergy score measuring deviation from expected non-interaction effect. (1) Drug 1: C1CCC(C1)C(CC#N)N2C=C(C=N2)C3=C4C=CNC4=NC=N3. Drug 2: COC1=C(C=C2C(=C1)N=CN=C2NC3=CC(=C(C=C3)F)Cl)OCCCN4CCOCC4. Cell line: K-562. Synergy scores: CSS=17.7, Synergy_ZIP=8.09, Synergy_Bliss=13.8, Synergy_Loewe=11.4, Synergy_HSA=12.6. (2) Drug 1: CC1=C(C=C(C=C1)NC2=NC=CC(=N2)N(C)C3=CC4=NN(C(=C4C=C3)C)C)S(=O)(=O)N.Cl. Drug 2: C1CCN(CC1)CCOC2=CC=C(C=C2)C(=O)C3=C(SC4=C3C=CC(=C4)O)C5=CC=C(C=C5)O. Cell line: OVCAR-8. Synergy scores: CSS=5.82, Synergy_ZIP=1.00, Synergy_Bliss=7.00, Synergy_Loewe=6.41, Synergy_HSA=6.47.